Dataset: Forward reaction prediction with 1.9M reactions from USPTO patents (1976-2016). Task: Predict the product of the given reaction. Given the reactants C(OC([NH:8][C@@H:9]([CH2:13][CH2:14][CH2:15][CH2:16][NH:17][C:18](=[O:23])[CH2:19][CH2:20][C:21]#[CH:22])[C:10]([OH:12])=[O:11])=O)(C)(C)C.[C:24]([OH:30])([C:26]([F:29])([F:28])[F:27])=[O:25], predict the reaction product. The product is: [OH:30][C:24]([C:26]([F:29])([F:28])[F:27])=[O:25].[NH2:8][C@@H:9]([CH2:13][CH2:14][CH2:15][CH2:16][NH:17][C:18](=[O:23])[CH2:19][CH2:20][C:21]#[CH:22])[C:10]([OH:12])=[O:11].